From a dataset of Reaction yield outcomes from USPTO patents with 853,638 reactions. Predict the reaction yield, written as a fraction of the theoretical maximum amount of product (1.0 means a 100% yield; for example, 0.34 means a 34% yield). (1) The reactants are [CH3:1][Sn:2]([CH3:8])([CH3:7])[Sn:2]([CH3:8])([CH3:7])[CH3:1].[Cl:9][C:10]1[CH:15]=[CH:14][N:13]=[C:12]2[CH:16]=[C:17](I)[S:18][C:11]=12. The catalyst is O1CCOCC1. The product is [Cl:9][C:10]1[CH:15]=[CH:14][N:13]=[C:12]2[CH:16]=[C:17]([Sn:2]([CH3:8])([CH3:7])[CH3:1])[S:18][C:11]=12. The yield is 0.630. (2) The reactants are [C:1](I)([C:4]([C:7]([C:10]([C:13]([C:16]([C:19]([C:22]([F:25])([F:24])[F:23])([F:21])[F:20])([F:18])[F:17])([F:15])[F:14])([F:12])[F:11])([F:9])[F:8])([F:6])[F:5])([F:3])[F:2].I[C:28]1[CH:33]=[CH:32][C:31]([C:34]([F:37])([F:36])[F:35])=[CH:30][CH:29]=1.CS(C)=O.CCOCC. The catalyst is [Cu].N1C=CC=CC=1C1C=CC=CN=1.O. The product is [F:2][C:1]([F:3])([C:28]1[CH:33]=[CH:32][C:31]([C:34]([F:37])([F:36])[F:35])=[CH:30][CH:29]=1)[C:4]([F:6])([F:5])[C:7]([F:9])([F:8])[C:10]([F:12])([F:11])[C:13]([F:15])([F:14])[C:16]([F:18])([F:17])[C:19]([F:21])([F:20])[C:22]([F:25])([F:24])[F:23]. The yield is 0.900. (3) The reactants are Cl[C:2]1[N:7]=[C:6]([N:8]2[CH2:13][CH2:12][O:11][CH2:10][C@@H:9]2[CH3:14])[CH:5]=[C:4]([C:15]2([S:20]([CH3:23])(=[O:22])=[O:21])[CH2:19][CH2:18][CH2:17][CH2:16]2)[N:3]=1.[NH:24]1[C:32]2[C:27](=[C:28](B(O)O)[CH:29]=[CH:30][CH:31]=2)[CH:26]=[CH:25]1.COCCOC.O.CCO. The catalyst is CN(C=O)C.Cl[Pd](Cl)([P](C1C=CC=CC=1)(C1C=CC=CC=1)C1C=CC=CC=1)[P](C1C=CC=CC=1)(C1C=CC=CC=1)C1C=CC=CC=1. The product is [CH3:14][C@H:9]1[CH2:10][O:11][CH2:12][CH2:13][N:8]1[C:6]1[CH:5]=[C:4]([C:15]2([S:20]([CH3:23])(=[O:22])=[O:21])[CH2:19][CH2:18][CH2:17][CH2:16]2)[N:3]=[C:2]([C:28]2[CH:29]=[CH:30][CH:31]=[C:32]3[C:27]=2[CH:26]=[CH:25][NH:24]3)[N:7]=1. The yield is 0.210. (4) The reactants are [CH3:1][O:2][C:3]1[CH:8]=[CH:7][CH:6]=[CH:5][C:4]=1[C:9]1[N:10]=[C:11]2[C:17]([C:18]3[CH:23]=[CH:22][CH:21]=[CH:20][C:19]=3[O:24][CH3:25])=[CH:16][N:15](S(C3C=CC(C)=CC=3)(=O)=O)[C:12]2=[N:13][CH:14]=1.[OH-].[Na+]. The catalyst is CO.O. The product is [CH3:1][O:2][C:3]1[CH:8]=[CH:7][CH:6]=[CH:5][C:4]=1[C:9]1[N:10]=[C:11]2[C:17]([C:18]3[CH:23]=[CH:22][CH:21]=[CH:20][C:19]=3[O:24][CH3:25])=[CH:16][NH:15][C:12]2=[N:13][CH:14]=1. The yield is 0.320. (5) The product is [F:1][C:2]1[CH:17]=[C:16]([N+:18]([O-:20])=[O:19])[CH:15]=[CH:14][C:3]=1[O:4][C:5]1[C:6]2[N:13]([CH2:23][O:29][CH3:28])[CH:12]=[CH:11][C:7]=2[N:8]=[CH:9][N:10]=1. The yield is 0.490. No catalyst specified. The reactants are [F:1][C:2]1[CH:17]=[C:16]([N+:18]([O-:20])=[O:19])[CH:15]=[CH:14][C:3]=1[O:4][C:5]1[C:6]2[NH:13][CH:12]=[CH:11][C:7]=2[N:8]=[CH:9][N:10]=1.[H-].[Na+].[CH3:23]O.CN([CH:28]=[O:29])C. (6) The reactants are C[O:2][C:3]([C:5]1[CH:6]=[C:7]([NH:11][C:12]2[N:17]=[C:16]([NH:18][C:19]3[CH:24]=[CH:23][CH:22]=[C:21]([C:25]([O:27]C)=[O:26])[CH:20]=3)[C:15]([F:29])=[CH:14][N:13]=2)[CH:8]=[CH:9][CH:10]=1)=[O:4].[OH-].[Na+]. The catalyst is C1COCC1.O.C(OCC)(=O)C. The product is [C:3]([C:5]1[CH:6]=[C:7]([NH:11][C:12]2[N:17]=[C:16]([NH:18][C:19]3[CH:24]=[CH:23][CH:22]=[C:21]([C:25]([OH:27])=[O:26])[CH:20]=3)[C:15]([F:29])=[CH:14][N:13]=2)[CH:8]=[CH:9][CH:10]=1)([OH:4])=[O:2]. The yield is 0.580. (7) The product is [CH3:1][N:2]([C:3]1[CH:8]=[CH:7][C:6]([N+:9]([O-:11])=[O:10])=[C:5]([N:12]2[CH2:17][CH2:16][CH2:15][CH2:14][CH2:13]2)[CH:4]=1)[C:25](=[O:27])[CH3:26]. The yield is 0.710. The catalyst is C(Cl)Cl.C(Cl)(Cl)Cl. The reactants are [CH3:1][NH:2][C:3]1[CH:8]=[CH:7][C:6]([N+:9]([O-:11])=[O:10])=[C:5]([N:12]2[CH2:17][CH2:16][CH2:15][CH2:14][CH2:13]2)[CH:4]=1.C(N(CC)CC)C.[C:25](OC(=O)C)(=[O:27])[CH3:26].